Task: Predict the reaction yield, written as a fraction of the theoretical maximum amount of product (1.0 means a 100% yield; for example, 0.34 means a 34% yield).. Dataset: Reaction yield outcomes from USPTO patents with 853,638 reactions (1) The reactants are [Cl:1][C:2]1[CH:7]=[CH:6][CH:5]=[CH:4][C:3]=1[CH:8]1[CH2:13][O:12][C:11]2[CH:14]=[C:15](B3OC(C)(C)C(C)(C)O3)[CH:16]=[CH:17][C:10]=2[NH:9]1.FC(F)(F)S(O[C:33]1[N:34]=[C:35]([C:39]2[CH:40]=[N:41][CH:42]=[CH:43][CH:44]=2)[S:36][C:37]=1[CH3:38])(=O)=O.C(=O)([O-])[O-].[K+].[K+].O1CCOCC1. The catalyst is C1C=CC([P]([Pd]([P](C2C=CC=CC=2)(C2C=CC=CC=2)C2C=CC=CC=2)([P](C2C=CC=CC=2)(C2C=CC=CC=2)C2C=CC=CC=2)[P](C2C=CC=CC=2)(C2C=CC=CC=2)C2C=CC=CC=2)(C2C=CC=CC=2)C2C=CC=CC=2)=CC=1.O. The product is [Cl:1][C:2]1[CH:7]=[CH:6][CH:5]=[CH:4][C:3]=1[CH:8]1[CH2:13][O:12][C:11]2[CH:14]=[C:15]([C:33]3[N:34]=[C:35]([C:39]4[CH:40]=[N:41][CH:42]=[CH:43][CH:44]=4)[S:36][C:37]=3[CH3:38])[CH:16]=[CH:17][C:10]=2[NH:9]1. The yield is 0.530. (2) The reactants are [CH:1]1([N:6]2[C:14]3[C:9](=[CH:10][CH:11]=[C:12]([C:15]4[N:19]([C:20]5[CH:28]=[CH:27][C:23]([C:24]([OH:26])=O)=[CH:22][CH:21]=5)[N:18]=[CH:17][CH:16]=4)[CH:13]=3)[C:8]([CH2:29][CH3:30])=[N:7]2)[CH2:5][CH2:4][CH2:3][CH2:2]1.[CH2:31]([NH:33][CH2:34][CH3:35])[CH3:32].CN(C(ON1N=NC2C=CC=NC1=2)=[N+](C)C)C.F[P-](F)(F)(F)(F)F.C(N(CC)C(C)C)(C)C. The catalyst is CN(C)C=O. The product is [CH:1]1([N:6]2[C:14]3[C:9](=[CH:10][CH:11]=[C:12]([C:15]4[N:19]([C:20]5[CH:21]=[CH:22][C:23]([C:24]([N:33]([CH2:34][CH3:35])[CH2:31][CH3:32])=[O:26])=[CH:27][CH:28]=5)[N:18]=[CH:17][CH:16]=4)[CH:13]=3)[C:8]([CH2:29][CH3:30])=[N:7]2)[CH2:5][CH2:4][CH2:3][CH2:2]1. The yield is 0.580. (3) The reactants are Cl.[NH2:2][CH2:3][C:4]1([C:17](=[O:25])[NH:18][C:19]2[CH:24]=[CH:23][CH:22]=[CH:21][N:20]=2)[CH2:9][CH2:8][N:7](C(OC(C)(C)C)=O)[CH2:6][CH2:5]1. The catalyst is O1CCOCC1. The product is [NH2:2][CH2:3][C:4]1([C:17]([NH:18][C:19]2[CH:24]=[CH:23][CH:22]=[CH:21][N:20]=2)=[O:25])[CH2:9][CH2:8][NH:7][CH2:6][CH2:5]1. The yield is 0.571. (4) The reactants are [CH2:1]([O:8][C:9]([NH:11][C@@H:12]([CH2:16][C:17]1[CH:22]=[CH:21][C:20]([C:23]2[N:28]=[CH:27][C:26]([C:29]3[CH:34]=[CH:33][C:32]([O:35][CH2:36][CH2:37][CH2:38][CH2:39][CH2:40][CH2:41][CH3:42])=[CH:31][CH:30]=3)=[CH:25][N:24]=2)=[CH:19][CH:18]=1)[C:13](O)=[O:14])=[O:10])[C:2]1[CH:7]=[CH:6][CH:5]=[CH:4][CH:3]=1.[NH:43]1[CH2:46][CH:45]([C:47]([O:49][C:50]([CH3:53])([CH3:52])[CH3:51])=[O:48])[CH2:44]1.CCN(C(C)C)C(C)C.CN(C(ON1N=NC2C=CC=NC1=2)=[N+](C)C)C.F[P-](F)(F)(F)(F)F. The yield is 0.580. The product is [CH2:1]([O:8][C:9]([NH:11][C@@H:12]([CH2:16][C:17]1[CH:22]=[CH:21][C:20]([C:23]2[N:24]=[CH:25][C:26]([C:29]3[CH:30]=[CH:31][C:32]([O:35][CH2:36][CH2:37][CH2:38][CH2:39][CH2:40][CH2:41][CH3:42])=[CH:33][CH:34]=3)=[CH:27][N:28]=2)=[CH:19][CH:18]=1)[C:13]([N:43]1[CH2:44][CH:45]([C:47]([O:49][C:50]([CH3:53])([CH3:52])[CH3:51])=[O:48])[CH2:46]1)=[O:14])=[O:10])[C:2]1[CH:3]=[CH:4][CH:5]=[CH:6][CH:7]=1. The catalyst is CN(C=O)C. (5) The reactants are F.F.F.C(N(CC)CC)C.C(N(CC)CC)C.[Si]([O:35][CH2:36][C@H:37]1[O:41][C@@H:40]([N:42]2[CH:49]=[C:48]([CH3:50])[C:46](=[O:47])[NH:45][C:43]2=[O:44])[C@H:39]([O:51][CH2:52][CH2:53][O:54][N:55]([CH3:57])[CH3:56])[C@@H:38]1[OH:58])(C(C)(C)C)(C1C=CC=CC=1)C1C=CC=CC=1.CO. The catalyst is C1COCC1.C(Cl)Cl. The product is [CH3:56][N:55]([CH3:57])[O:54][CH2:53][CH2:52][O:51][C@@H:39]1[C@H:38]([OH:58])[C@@H:37]([CH2:36][OH:35])[O:41][C@H:40]1[N:42]1[CH:49]=[C:48]([CH3:50])[C:46](=[O:47])[NH:45][C:43]1=[O:44]. The yield is 0.925. (6) The reactants are [NH2:1][CH:2]([C:14]1[CH:19]=[CH:18][CH:17]=[CH:16][CH:15]=1)[C:3]([O:5][C@@H:6]1[CH:11]2[CH2:12][CH2:13][N:8]([CH2:9][CH2:10]2)[CH2:7]1)=[O:4].[C:20]1([S:26](Cl)(=[O:28])=[O:27])[CH:25]=[CH:24][CH:23]=[CH:22][CH:21]=1. The catalyst is C(Cl)Cl. The product is [C:14]1([CH:2]([NH:1][S:26]([C:20]2[CH:25]=[CH:24][CH:23]=[CH:22][CH:21]=2)(=[O:28])=[O:27])[C:3]([O:5][C@@H:6]2[CH:11]3[CH2:10][CH2:9][N:8]([CH2:13][CH2:12]3)[CH2:7]2)=[O:4])[CH:19]=[CH:18][CH:17]=[CH:16][CH:15]=1. The yield is 0.660. (7) The reactants are [Cl:1][C:2]1[CH:7]=[CH:6][C:5]([CH2:8]Cl)=[CH:4][N+:3]=1[O-:10].[CH3:11][N:12]1[CH2:18][CH2:17][CH2:16][NH:15][CH2:14][CH2:13]1.C([O-])([O-])=O.[K+].[K+]. The catalyst is C(#N)C. The product is [Cl:1][C:2]1[N+:3]([O-:10])=[CH:4][C:5]([CH2:8][N:15]2[CH2:16][CH2:17][CH2:18][N:12]([CH3:11])[CH2:13][CH2:14]2)=[CH:6][CH:7]=1. The yield is 0.640. (8) The reactants are C([O:3][C:4]([C:6]1[C:7]([S:17][CH3:18])=[N:8][C:9]2[C:14]([C:15]=1[OH:16])=[CH:13][CH:12]=[CH:11][CH:10]=2)=[O:5])C.Cl. The catalyst is [OH-].[Na+]. The product is [CH3:18][S:17][C:7]1[NH:8][C:9]2[C:14]([C:15](=[O:16])[C:6]=1[C:4]([OH:5])=[O:3])=[CH:13][CH:12]=[CH:11][CH:10]=2. The yield is 0.850.